Predict the reaction yield, written as a fraction of the theoretical maximum amount of product (1.0 means a 100% yield; for example, 0.34 means a 34% yield). From a dataset of Reaction yield outcomes from USPTO patents with 853,638 reactions. (1) The reactants are [Si:1]([O:18][C@H:19]1[C:24](=[CH2:25])[C@@H:23]([F:26])[CH2:22]/[C:21](=[CH:27]\[C:28](OCC)=[O:29])/[CH2:20]1)([C:14]([CH3:17])([CH3:16])[CH3:15])([C:8]1[CH:13]=[CH:12][CH:11]=[CH:10][CH:9]=1)[C:2]1[CH:7]=[CH:6][CH:5]=[CH:4][CH:3]=1.[H-].C([Al+]CC(C)C)C(C)C. The catalyst is ClCCl.C1(C)C=CC=CC=1. The product is [Si:1]([O:18][C@H:19]1[C:24](=[CH2:25])[C@@H:23]([F:26])[CH2:22]/[C:21](=[CH:27]\[CH2:28][OH:29])/[CH2:20]1)([C:14]([CH3:17])([CH3:16])[CH3:15])([C:8]1[CH:13]=[CH:12][CH:11]=[CH:10][CH:9]=1)[C:2]1[CH:3]=[CH:4][CH:5]=[CH:6][CH:7]=1. The yield is 0.680. (2) The reactants are [OH:1]S(O)(=O)=O.[C:6]([C@:8]([NH:19][C@H:20]([C:24]1[CH:29]=[CH:28][CH:27]=[CH:26][CH:25]=1)[C:21]([NH2:23])=[O:22])([CH3:18])[CH2:9][C:10]1[CH:15]=[CH:14][C:13]([O:16][CH3:17])=[CH:12][CH:11]=1)#[N:7]. The catalyst is C(Cl)Cl. The product is [C:21]([C@H:20]([NH:19][C@@:8]([CH3:18])([CH2:9][C:10]1[CH:11]=[CH:12][C:13]([O:16][CH3:17])=[CH:14][CH:15]=1)[C:6]([NH2:7])=[O:1])[C:24]1[CH:29]=[CH:28][CH:27]=[CH:26][CH:25]=1)(=[O:22])[NH2:23]. The yield is 0.900. (3) The reactants are [Cl:1][C:2]1[CH:7]=[CH:6][C:5]([CH2:8][C:9]([NH:11][C:12]2[CH:13]=[C:14]([C:18]([C:20]3[C:28]4[CH:27]=[N:26][CH:25]=[N:24][C:23]=4[N:22]([CH2:29][C:30]([O:32]C)=[O:31])[CH:21]=3)=[O:19])[CH:15]=[N:16][CH:17]=2)=[O:10])=[CH:4][CH:3]=1.[OH-].[K+:35]. The catalyst is CO. The product is [K+:35].[Cl:1][C:2]1[CH:7]=[CH:6][C:5]([CH2:8][C:9]([NH:11][C:12]2[CH:13]=[C:14]([C:18]([C:20]3[C:28]4[CH:27]=[N:26][CH:25]=[N:24][C:23]=4[N:22]([CH2:29][C:30]([O-:32])=[O:31])[CH:21]=3)=[O:19])[CH:15]=[N:16][CH:17]=2)=[O:10])=[CH:4][CH:3]=1. The yield is 0.990. (4) The catalyst is CN(C)C=O.CCOC(C)=O. The reactants are [Br:1][C:2]1[C:3]([F:21])=[C:4]([C:8]([CH3:20])=[C:9]([N:11]([CH2:18][CH3:19])[CH:12]2[CH2:17][CH2:16][O:15][CH2:14][CH2:13]2)[CH:10]=1)[C:5]([OH:7])=O.C1CN([P+](ON2N=NC3C=CC=CC2=3)(N2CCCC2)N2CCCC2)CC1.F[P-](F)(F)(F)(F)F.C(N(C(C)C)C(C)C)C.[NH2:64][CH2:65][C:66]1[C:67](=[O:74])[NH:68][C:69]([CH3:73])=[CH:70][C:71]=1[CH3:72]. The product is [Br:1][C:2]1[C:3]([F:21])=[C:4]([C:8]([CH3:20])=[C:9]([N:11]([CH2:18][CH3:19])[CH:12]2[CH2:17][CH2:16][O:15][CH2:14][CH2:13]2)[CH:10]=1)[C:5]([NH:64][CH2:65][C:66]1[C:67](=[O:74])[NH:68][C:69]([CH3:73])=[CH:70][C:71]=1[CH3:72])=[O:7]. The yield is 0.410. (5) The reactants are [Cl-].O[NH3+:3].[C:4](=[O:7])([O-])[OH:5].[Na+].CS(C)=O.[C:13]([O:17][C:18]1[CH:23]=[CH:22][C:21]([N:24]2[C:29](=[O:30])[C:28]([CH2:31][C:32]3[CH:37]=[CH:36][C:35]([C:38]4[C:39]([C:44]#[N:45])=[CH:40][CH:41]=[CH:42][CH:43]=4)=[CH:34][CH:33]=3)=[C:27]([CH2:46][CH2:47][CH3:48])[N:26]=[C:25]2[CH3:49])=[CH:20][CH:19]=1)([CH3:16])([CH3:15])[CH3:14]. The catalyst is O.C(OCC)(=O)C. The product is [C:13]([O:17][C:18]1[CH:19]=[CH:20][C:21]([N:24]2[C:29](=[O:30])[C:28]([CH2:31][C:32]3[CH:33]=[CH:34][C:35]([C:38]4[CH:43]=[CH:42][CH:41]=[CH:40][C:39]=4[C:44]4[NH:3][C:4](=[O:7])[O:5][N:45]=4)=[CH:36][CH:37]=3)=[C:27]([CH2:46][CH2:47][CH3:48])[N:26]=[C:25]2[CH3:49])=[CH:22][CH:23]=1)([CH3:16])([CH3:15])[CH3:14]. The yield is 0.780.